From a dataset of Full USPTO retrosynthesis dataset with 1.9M reactions from patents (1976-2016). Predict the reactants needed to synthesize the given product. (1) Given the product [CH:1]1([CH2:4][NH:5][C:6](=[O:17])[NH:7][C:8]2[CH:9]=[CH:10][C:11]([C:12]([N:34]3[CH2:35][CH2:36][N:31]([CH2:30][C:29]4[CH:41]=[CH:42][C:26]([C:20]([OH:25])([C:21]([F:22])([F:23])[F:24])[C:19]([F:44])([F:18])[F:43])=[CH:27][CH:28]=4)[CH2:32][CH:33]3[C:37]([O:39][CH3:40])=[O:38])=[O:14])=[CH:15][CH:16]=2)[CH2:2][CH2:3]1, predict the reactants needed to synthesize it. The reactants are: [CH:1]1([CH2:4][NH:5][C:6](=[O:17])[NH:7][C:8]2[CH:16]=[CH:15][C:11]([C:12]([OH:14])=O)=[CH:10][CH:9]=2)[CH2:3][CH2:2]1.[F:18][C:19]([F:44])([F:43])[C:20]([C:26]1[CH:42]=[CH:41][C:29]([CH2:30][N:31]2[CH2:36][CH2:35][NH:34][CH:33]([C:37]([O:39][CH3:40])=[O:38])[CH2:32]2)=[CH:28][CH:27]=1)([OH:25])[C:21]([F:24])([F:23])[F:22].C(N(CC)CC)C.CCCP1(OP(CCC)(=O)OP(CCC)(=O)O1)=O. (2) Given the product [OH:12]/[N:11]=[C:10](/[C:13]1[CH:14]=[CH:15][C:16](=[O:20])[N:17]([CH3:19])[CH:18]=1)\[CH2:9][CH:8]([C:5]1[CH:6]=[CH:7][C:2]([C:33]2[CH:34]=[CH:35][CH:36]=[C:31]([C:28]([OH:30])=[O:29])[CH:32]=2)=[CH:3][CH:4]=1)[C:21]1[CH:26]=[CH:25][CH:24]=[CH:23][C:22]=1[CH3:27], predict the reactants needed to synthesize it. The reactants are: Br[C:2]1[CH:7]=[CH:6][C:5]([CH:8]([C:21]2[CH:26]=[CH:25][CH:24]=[CH:23][C:22]=2[CH3:27])[CH2:9]/[C:10](/[C:13]2[CH:14]=[CH:15][C:16](=[O:20])[N:17]([CH3:19])[CH:18]=2)=[N:11]\[OH:12])=[CH:4][CH:3]=1.[C:28]([C:31]1[CH:32]=[C:33](B(O)O)[CH:34]=[CH:35][CH:36]=1)([OH:30])=[O:29].O.C(=O)([O-])[O-].[Na+].[Na+]. (3) Given the product [Cl:1][C:2]1[CH:7]=[CH:6][C:5]([Cl:8])=[CH:4][C:3]=1[C:9](=[O:11])[CH2:10][C:14]([O:15][CH2:16][CH3:17])=[O:18], predict the reactants needed to synthesize it. The reactants are: [Cl:1][C:2]1[CH:7]=[CH:6][C:5]([Cl:8])=[CH:4][C:3]=1[C:9](=[O:11])[CH3:10].[H-].[Na+].[C:14](=O)([O:18]CC)[O:15][CH2:16][CH3:17].Cl. (4) The reactants are: [NH2:1][C:2]1[C:11]([Br:12])=[CH:10][C:9]([C:13]([NH:15][CH2:16][CH:17]2[CH2:22][CH2:21][N:20](C(OC(C)(C)C)=O)[CH2:19][CH2:18]2)=[O:14])=[C:8]2[C:3]=1[CH2:4][CH2:5][CH2:6][O:7]2.C(Cl)Cl.[OH-].[Na+]. Given the product [NH2:1][C:2]1[C:11]([Br:12])=[CH:10][C:9]([C:13]([NH:15][CH2:16][CH:17]2[CH2:22][CH2:21][NH:20][CH2:19][CH2:18]2)=[O:14])=[C:8]2[C:3]=1[CH2:4][CH2:5][CH2:6][O:7]2, predict the reactants needed to synthesize it. (5) Given the product [CH3:1][O:2][C:3]1[CH:4]=[C:5]([NH:6][C:17]2[N:21]=[C:20]([N:22]3[CH2:25][CH2:24][CH:23]3[C:26]3[CH:27]=[CH:28][CH:29]=[CH:30][CH:31]=3)[N:19]([CH2:32][C:33]([CH3:35])=[CH2:34])[N:18]=2)[CH:7]=[CH:8][C:9]=1[N:10]1[CH:14]=[C:13]([CH3:15])[N:12]=[CH:11]1, predict the reactants needed to synthesize it. The reactants are: [CH3:1][O:2][C:3]1[CH:4]=[C:5]([CH:7]=[CH:8][C:9]=1[N:10]1[CH:14]=[C:13]([CH3:15])[N:12]=[CH:11]1)[NH2:6].Br[C:17]1[N:21]=[C:20]([N:22]2[CH2:25][CH2:24][CH:23]2[C:26]2[CH:31]=[CH:30][CH:29]=[CH:28][CH:27]=2)[N:19]([CH2:32][C:33]([CH3:35])=[CH2:34])[N:18]=1.CC1(C)C2C=CC=C(P(C3C=CC=CC=3)C3C=CC=CC=3)C=2OC2C1=CC=CC=2P(C1C=CC=CC=1)C1C=CC=CC=1.C(=O)([O-])[O-].[Cs+].[Cs+].